From a dataset of Full USPTO retrosynthesis dataset with 1.9M reactions from patents (1976-2016). Predict the reactants needed to synthesize the given product. (1) Given the product [Cl:41][C:42]1[CH:43]=[C:44]([C@H:48]([O:49][CH2:50][CH2:51][NH:52][C:53]([O:54][CH3:55])=[O:56])[C@@H:57]2[CH2:62][CH2:61][CH2:60][N:59]([C:22]([O:21][C@H:6]3[C@H:5]([CH2:1][CH:2]([CH3:3])[CH3:4])[CH2:10][CH2:9][N:8]([C:11]([O:13][CH2:14][C:15]4[CH:16]=[CH:17][CH:18]=[CH:19][CH:20]=4)=[O:12])[CH2:7]3)=[O:23])[CH2:58]2)[CH:45]=[CH:46][CH:47]=1, predict the reactants needed to synthesize it. The reactants are: [CH2:1]([C@@H:5]1[CH2:10][CH2:9][N:8]([C:11]([O:13][CH2:14][C:15]2[CH:20]=[CH:19][CH:18]=[CH:17][CH:16]=2)=[O:12])[CH2:7][C@H:6]1[O:21][C:22](OC1C=CC([N+]([O-])=O)=CC=1)=[O:23])[CH:2]([CH3:4])[CH3:3].OC(C(F)(F)F)=O.[Cl:41][C:42]1[CH:43]=[C:44]([C@@H:48]([C@@H:57]2[CH2:62][CH2:61][CH2:60][NH:59][CH2:58]2)[O:49][CH2:50][CH2:51][NH:52][C:53](=[O:56])[O:54][CH3:55])[CH:45]=[CH:46][CH:47]=1.CCN(C(C)C)C(C)C. (2) Given the product [N:5]1[CH:6]=[CH:7][CH:8]=[CH:9][C:4]=1[CH2:3][CH2:2][O:1][C:11]1[CH:12]=[C:13]([CH:19]=[CH:20][CH:21]=1)[C:14]([OH:16])=[O:15], predict the reactants needed to synthesize it. The reactants are: [OH:1][CH2:2][CH2:3][C:4]1[CH:9]=[CH:8][CH:7]=[CH:6][N:5]=1.O[C:11]1[CH:12]=[C:13]([CH:19]=[CH:20][CH:21]=1)[C:14]([O:16]CC)=[O:15]. (3) Given the product [CH3:1][N:2]1[C:10]2[C:5](=[CH:6][CH:7]=[CH:8][CH:9]=2)[C:4]([C:20](=[O:28])[CH2:21][C:22]2[CH:27]=[CH:26][CH:25]=[CH:24][CH:23]=2)=[CH:3]1, predict the reactants needed to synthesize it. The reactants are: [CH3:1][N:2]1[C:10]2[C:5](=[CH:6][CH:7]=[CH:8][CH:9]=2)[CH:4]=[CH:3]1.N1([C:20](=[O:28])[CH2:21][C:22]2[CH:27]=[CH:26][CH:25]=[CH:24][CH:23]=2)C2C=CC=CC=2N=N1.[Cl-].[Cl-].[Cl-].[Al+3].CO. (4) Given the product [Br:2][CH2:6][C:7]1[S:8][C:9]2[C:15]([C:16]3[CH:21]=[C:20]([C:22]([O:24][CH3:25])=[O:23])[CH:19]=[CH:18][N:17]=3)=[CH:14][CH:13]=[CH:12][C:10]=2[CH:11]=1, predict the reactants needed to synthesize it. The reactants are: P(Br)(Br)[Br:2].O[CH2:6][C:7]1[S:8][C:9]2[C:15]([C:16]3[CH:21]=[C:20]([C:22]([O:24][CH3:25])=[O:23])[CH:19]=[CH:18][N:17]=3)=[CH:14][CH:13]=[CH:12][C:10]=2[CH:11]=1.[OH-].[Na+]. (5) Given the product [ClH:27].[CH3:19][C@@H:18]1[CH2:17][CH2:16][NH:15][CH2:14][C@@H:13]1[C:1]1[N:5]2[C:6]3[CH:12]=[CH:11][NH:10][C:7]=3[N:8]=[CH:9][C:4]2=[CH:3][N:2]=1, predict the reactants needed to synthesize it. The reactants are: [C:1]1([C@@H:13]2[C@H:18]([CH3:19])[CH2:17][CH2:16][N:15](C(OC(C)(C)C)=O)[CH2:14]2)[N:5]2[C:6]3[CH:12]=[CH:11][NH:10][C:7]=3[N:8]=[CH:9][C:4]2=[CH:3][N:2]=1.[ClH:27]. (6) Given the product [C:10]([N:23]1[CH2:24][CH2:25][CH2:26][C@@H:21]([N:20]2[C:16]([NH2:15])=[C:17]([C:41]([NH2:43])=[O:42])[C:18]([C:27]3[CH:28]=[CH:29][C:30]([O:33][C:34]4[CH:39]=[CH:38][C:37]([Cl:40])=[CH:36][CH:35]=4)=[CH:31][CH:32]=3)=[N:19]2)[CH2:22]1)(=[O:13])[CH:11]=[CH2:12], predict the reactants needed to synthesize it. The reactants are: C(N(CC)C(C)C)(C)C.[C:10](O)(=[O:13])[CH:11]=[CH2:12].[NH2:15][C:16]1[N:20]([C@@H:21]2[CH2:26][CH2:25][CH2:24][NH:23][CH2:22]2)[N:19]=[C:18]([C:27]2[CH:32]=[CH:31][C:30]([O:33][C:34]3[CH:39]=[CH:38][C:37]([Cl:40])=[CH:36][CH:35]=3)=[CH:29][CH:28]=2)[C:17]=1[C:41]([NH2:43])=[O:42].F[P-](F)(F)(F)(F)F.N1(O[P+](N(C)C)(N(C)C)N(C)C)C2C=CC=CC=2N=N1. (7) Given the product [O:11]1[C:15]2[CH:16]=[CH:17][CH:18]=[CH:19][C:14]=2[CH:13]=[C:12]1[CH2:20][NH:21][S:7]([C:3]1[CH:2]=[N:1][CH:6]=[CH:5][CH:4]=1)(=[O:9])=[O:8], predict the reactants needed to synthesize it. The reactants are: [N:1]1[CH:6]=[CH:5][CH:4]=[C:3]([S:7](Cl)(=[O:9])=[O:8])[CH:2]=1.[O:11]1[C:15]2[CH:16]=[CH:17][CH:18]=[CH:19][C:14]=2[CH:13]=[C:12]1[CH2:20][NH2:21].Cl.C1(C2N=NC(CN)=CC=2)C=CC=CC=1.